From a dataset of Peptide-MHC class II binding affinity with 134,281 pairs from IEDB. Regression. Given a peptide amino acid sequence and an MHC pseudo amino acid sequence, predict their binding affinity value. This is MHC class II binding data. (1) The MHC is DRB1_0404 with pseudo-sequence DRB1_0404. The binding affinity (normalized) is 0.457. The peptide sequence is PAADKFKTFEAAFTS. (2) The peptide sequence is TVVMQVKVPKGAPCR. The MHC is DRB1_1501 with pseudo-sequence DRB1_1501. The binding affinity (normalized) is 0.142.